Dataset: NCI-60 drug combinations with 297,098 pairs across 59 cell lines. Task: Regression. Given two drug SMILES strings and cell line genomic features, predict the synergy score measuring deviation from expected non-interaction effect. Drug 1: CC1=C(C=C(C=C1)C(=O)NC2=CC(=CC(=C2)C(F)(F)F)N3C=C(N=C3)C)NC4=NC=CC(=N4)C5=CN=CC=C5. Drug 2: CCN(CC)CCCC(C)NC1=C2C=C(C=CC2=NC3=C1C=CC(=C3)Cl)OC. Cell line: IGROV1. Synergy scores: CSS=9.47, Synergy_ZIP=-2.55, Synergy_Bliss=3.06, Synergy_Loewe=1.94, Synergy_HSA=1.98.